From a dataset of Full USPTO retrosynthesis dataset with 1.9M reactions from patents (1976-2016). Predict the reactants needed to synthesize the given product. (1) Given the product [CH:8]([C:7]1[CH:10]=[CH:11][C:4]([C:1]([CH2:12][NH:13][CH2:14][CH2:15][N:16]2[CH2:21][CH2:20][CH:19]([O:22][C:23](=[O:37])[NH:24][C:25]3[CH:30]=[CH:29][CH:28]=[CH:27][C:26]=3[C:31]3[CH:36]=[CH:35][CH:34]=[CH:33][CH:32]=3)[CH2:18][CH2:17]2)=[O:3])=[CH:5][CH:6]=1)=[O:9], predict the reactants needed to synthesize it. The reactants are: [C:1]([C:4]1[CH:11]=[CH:10][C:7]([CH:8]=[O:9])=[CH:6][CH:5]=1)([OH:3])=O.[CH3:12][NH:13][CH2:14][CH2:15][N:16]1[CH2:21][CH2:20][CH:19]([O:22][C:23](=[O:37])[NH:24][C:25]2[CH:30]=[CH:29][CH:28]=[CH:27][C:26]=2[C:31]2[CH:36]=[CH:35][CH:34]=[CH:33][CH:32]=2)[CH2:18][CH2:17]1.[Cl-].COC1N=C(OC)N=C([N+]2(C)CCOCC2)N=1. (2) Given the product [O:13]1[CH:14]=[C:10]([C:7]2[CH:6]=[CH:5][C:4]([NH2:1])=[CH:9][CH:8]=2)[N:11]=[CH:12]1, predict the reactants needed to synthesize it. The reactants are: [N+:1]([C:4]1[CH:9]=[CH:8][C:7]([C:10]2[N:11]=[CH:12][O:13][CH:14]=2)=[CH:6][CH:5]=1)([O-])=O.C(O)C.[H][H]. (3) Given the product [CH3:47][N:2]([CH3:1])[CH2:3][CH2:4][C:5]([NH:7][C@:8]12[CH2:43][CH2:42][C@@H:41]([C:44]([CH3:46])=[CH2:45])[C@@H:9]1[C@@H:10]1[C@@:23]([CH3:26])([CH2:24][CH2:25]2)[C@@:22]2([CH3:27])[C@@H:13]([C@:14]3([CH3:40])[C@@H:19]([CH2:20][CH2:21]2)[C:18]([CH3:29])([CH3:28])[C:17]([C:30]2[CH:31]=[CH:32][C:33]([C:34]([OH:36])=[O:35])=[CH:38][CH:39]=2)=[CH:16][CH2:15]3)[CH2:12][CH2:11]1)=[O:6], predict the reactants needed to synthesize it. The reactants are: [CH3:1][N:2]([CH3:47])[CH2:3][CH2:4][C:5]([NH:7][C@:8]12[CH2:43][CH2:42][C@@H:41]([C:44]([CH3:46])=[CH2:45])[C@@H:9]1[C@@H:10]1[C@@:23]([CH3:26])([CH2:24][CH2:25]2)[C@@:22]2([CH3:27])[C@@H:13]([C@:14]3([CH3:40])[C@@H:19]([CH2:20][CH2:21]2)[C:18]([CH3:29])([CH3:28])[C:17]([C:30]2[CH:39]=[CH:38][C:33]([C:34]([O:36]C)=[O:35])=[CH:32][CH:31]=2)=[CH:16][CH2:15]3)[CH2:12][CH2:11]1)=[O:6].C(O)(C(F)(F)F)=O.O.[OH-].[Li+]. (4) Given the product [CH3:1][C:2]1[N:3]([CH2:15][CH2:16][O:17][CH2:18][C:19]#[C:20][C:22]2[CH:27]=[CH:26][CH:25]=[CH:24][CH:23]=2)[C:4]2[C:13]3[CH:12]=[CH:11][CH:10]=[CH:9][C:8]=3[N:7]=[CH:6][C:5]=2[N:14]=1, predict the reactants needed to synthesize it. The reactants are: [CH3:1][C:2]1[N:3]([CH2:15][CH2:16][O:17][CH2:18][C:19]#[CH:20])[C:4]2[C:13]3[CH:12]=[CH:11][CH:10]=[CH:9][C:8]=3[N:7]=[CH:6][C:5]=2[N:14]=1.I[C:22]1[CH:27]=[CH:26][CH:25]=[CH:24][CH:23]=1.C(=O)(O)[O-].[Na+]. (5) Given the product [C:28]1([NH:34][C:35]([NH:23][C:19]2[CH:20]=[CH:21][CH:22]=[C:17]([C:16]3[C:15]4[C:10](=[C:11]([C:24]([F:27])([F:25])[F:26])[CH:12]=[CH:13][CH:14]=4)[N:9]=[CH:8][C:7]=3[C:1]3[CH:2]=[CH:3][CH:4]=[CH:5][CH:6]=3)[CH:18]=2)=[O:36])[CH:33]=[CH:32][CH:31]=[CH:30][CH:29]=1, predict the reactants needed to synthesize it. The reactants are: [C:1]1([C:7]2[CH:8]=[N:9][C:10]3[C:15]([C:16]=2[C:17]2[CH:18]=[C:19]([NH2:23])[CH:20]=[CH:21][CH:22]=2)=[CH:14][CH:13]=[CH:12][C:11]=3[C:24]([F:27])([F:26])[F:25])[CH:6]=[CH:5][CH:4]=[CH:3][CH:2]=1.[C:28]1([N:34]=[C:35]=[O:36])[CH:33]=[CH:32][CH:31]=[CH:30][CH:29]=1. (6) Given the product [OH:5][CH2:4][C:3]([CH3:7])([CH3:6])[CH2:2][NH:1][C:19]([C@@H:15]([NH:14][C:12](=[O:13])[O:11][C:9]([CH3:8])([CH3:29])[CH3:10])[CH:16]([CH3:18])[CH3:17])=[O:20], predict the reactants needed to synthesize it. The reactants are: [NH2:1][CH2:2][C:3]([CH3:7])([CH3:6])[CH2:4][OH:5].[CH3:8][C:9]([CH3:29])([O:11][C:12]([NH:14][C@@H:15]([C:19](ON1C(=O)CCC1=O)=[O:20])[CH:16]([CH3:18])[CH3:17])=[O:13])[CH3:10].C(=O)([O-])[O-].[K+].[K+]. (7) Given the product [CH3:36][O:37][C:38]1[CH:39]=[C:40]([S:44][C:17]2[C:14]3[C:15](=[O:16])[N:10]([CH3:9])[C:11](=[O:35])[N:12]([CH2:31][CH:32]([CH3:33])[CH3:34])[C:13]=3[S:19][C:18]=2[CH2:20][C:21]2[C:30]3[C:25](=[CH:26][CH:27]=[CH:28][CH:29]=3)[CH:24]=[CH:23][CH:22]=2)[CH:41]=[CH:42][CH:43]=1, predict the reactants needed to synthesize it. The reactants are: C([N-]C(C)C)(C)C.[Li+].[CH3:9][N:10]1[C:15](=[O:16])[C:14]2[CH:17]=[C:18]([CH2:20][C:21]3[C:30]4[C:25](=[CH:26][CH:27]=[CH:28][CH:29]=4)[CH:24]=[CH:23][CH:22]=3)[S:19][C:13]=2[N:12]([CH2:31][CH:32]([CH3:34])[CH3:33])[C:11]1=[O:35].[CH3:36][O:37][C:38]1[CH:39]=[C:40]([S:44][S:44][C:40]2[CH:41]=[CH:42][CH:43]=[C:38]([O:37][CH3:36])[CH:39]=2)[CH:41]=[CH:42][CH:43]=1.C(=O)([O-])O.[Na+].